From a dataset of Forward reaction prediction with 1.9M reactions from USPTO patents (1976-2016). Predict the product of the given reaction. (1) Given the reactants CC1C=CC(S(O[CH2:12][C@H:13]2[CH2:17][C@@H:16]([O:18][Si:19]([C:22]([CH3:25])([CH3:24])[CH3:23])([CH3:21])[CH3:20])[C@H:15]([CH2:26][CH2:27][C@@H](O[Si](C(C)(C)C)(C)C)CCCCC)[C@H:14]2[CH2:42][C:43]2[CH:48]=[CH:47][CH:46]=[C:45]([OH:49])[CH:44]=2)(=O)=O)=CC=1.[H-].[Na+].C([O:55][CH2:56][CH3:57])(=O)C, predict the reaction product. The product is: [Si:19]([O:18][C@H:16]1[C@H:15]([CH2:26][CH2:27][C@@H:56]([O:55][Si:19]([C:22]([CH3:24])([CH3:23])[CH3:25])([CH3:21])[CH3:20])[CH2:57][CH2:15][CH2:14][CH2:13][CH3:12])[C@H:14]2[CH2:42][C:43]3[CH:48]=[CH:47][CH:46]=[C:45]([OH:49])[C:44]=3[CH2:12][C@H:13]2[CH2:17]1)([C:22]([CH3:25])([CH3:23])[CH3:24])([CH3:20])[CH3:21]. (2) Given the reactants [F:1][C:2]([F:21])([F:20])[CH2:3][N:4]1[C:9](=[O:10])[C:8]([OH:11])=[C:7]([C:12]2[CH:17]=[CH:16][C:15]([S:18][CH3:19])=[CH:14][CH:13]=2)[CH:6]=[N:5]1.[CH:22]1([CH2:25]O)[CH2:24][CH2:23]1.C1(P(C2C=CC=CC=2)C2C=CC=CC=2)C=CC=CC=1.N(C(OCC)=O)=NC(OCC)=O, predict the reaction product. The product is: [F:21][C:2]([F:1])([F:20])[CH2:3][N:4]1[C:9](=[O:10])[C:8]([O:11][CH2:25][CH:22]2[CH2:24][CH2:23]2)=[C:7]([C:12]2[CH:17]=[CH:16][C:15]([S:18][CH3:19])=[CH:14][CH:13]=2)[CH:6]=[N:5]1. (3) The product is: [Cl:1][C:2]1[CH:3]=[C:4]([F:18])[C:5]([O:15][CH2:16][CH3:17])=[C:6]2[C:10]=1[NH:9][CH:8]=[C:7]2[CH2:11][C:12]([O:14][CH3:23])=[O:13]. Given the reactants [Cl:1][C:2]1[CH:3]=[C:4]([F:18])[C:5]([O:15][CH2:16][CH3:17])=[C:6]2[C:10]=1[NH:9][CH:8]=[C:7]2[CH2:11][C:12]([OH:14])=[O:13].O=S(Cl)Cl.[CH3:23]O, predict the reaction product. (4) Given the reactants [Cl:1][C:2]1[CH:7]=[CH:6][C:5]([C:8]2([C:11]([O:13]C)=[O:12])[CH2:10][O:9]2)=[CH:4][CH:3]=1.[CH:15]([NH2:18])([CH3:17])[CH3:16].[CH3:19][C:20]([O:23][C:24](O[C:24]([O:23][C:20]([CH3:22])([CH3:21])[CH3:19])=[O:25])=[O:25])([CH3:22])[CH3:21], predict the reaction product. The product is: [C:20]([O:23][C:24]([N:18]([CH:15]([CH3:17])[CH3:16])[CH2:10][C:8]([C:5]1[CH:4]=[CH:3][C:2]([Cl:1])=[CH:7][CH:6]=1)([OH:9])[C:11]([OH:13])=[O:12])=[O:25])([CH3:22])([CH3:21])[CH3:19]. (5) Given the reactants C1(C2CC(O)C3C(=CC=C(O)C=3)O2)C=CC=CC=1.[Cl:19][C:20]1[CH:25]=[CH:24][C:23]([CH:26]2[CH2:35][C:34](=[O:36])[C:33]3[C:28](=[CH:29][CH:30]=[C:31]([OH:37])[CH:32]=3)[O:27]2)=[CH:22][CH:21]=1, predict the reaction product. The product is: [Cl:19][C:20]1[CH:25]=[CH:24][C:23]([CH:26]2[CH2:35][CH:34]([OH:36])[C:33]3[C:28](=[CH:29][CH:30]=[C:31]([OH:37])[CH:32]=3)[O:27]2)=[CH:22][CH:21]=1. (6) Given the reactants [C:1]([O:5][C:6]([NH:8][C@H:9]1[CH2:18][CH2:17][C:16]2[CH:15]=[C:14]([C:19]([OH:21])=O)[CH:13]=[CH:12][C:11]=2[CH2:10]1)=[O:7])([CH3:4])([CH3:3])[CH3:2].[CH3:22][O:23][C:24]1[CH:38]=[CH:37][C:27]([CH2:28][NH:29][CH2:30][CH:31]2[CH2:36][CH2:35][O:34][CH2:33][CH2:32]2)=[CH:26][CH:25]=1, predict the reaction product. The product is: [C:1]([O:5][C:6](=[O:7])[NH:8][C@H:9]1[CH2:18][CH2:17][C:16]2[C:11](=[CH:12][CH:13]=[C:14]([C:19](=[O:21])[N:29]([CH2:28][C:27]3[CH:26]=[CH:25][C:24]([O:23][CH3:22])=[CH:38][CH:37]=3)[CH2:30][CH:31]3[CH2:36][CH2:35][O:34][CH2:33][CH2:32]3)[CH:15]=2)[CH2:10]1)([CH3:4])([CH3:3])[CH3:2]. (7) Given the reactants [NH2:1][C:2]1[CH:3]=[CH:4][C:5]([C:8]#[N:9])=[N:6][CH:7]=1.[Cl:10][C:11]1[CH:12]=[C:13]([CH:16]=[CH:17][C:18]=1[F:19])[CH:14]=O.[CH2:20]=[C:21]([CH3:23])[CH3:22].FC(F)(F)S([O-])(=O)=O.[Yb+3].FC(F)(F)S([O-])(=O)=O.FC(F)(F)S([O-])(=O)=O, predict the reaction product. The product is: [Cl:10][C:11]1[CH:12]=[C:13]([CH:14]2[CH2:20][C:21]([CH3:23])([CH3:22])[C:3]3[C:2](=[CH:7][N:6]=[C:5]([C:8]#[N:9])[CH:4]=3)[NH:1]2)[CH:16]=[CH:17][C:18]=1[F:19].